Task: Predict the reaction yield, written as a fraction of the theoretical maximum amount of product (1.0 means a 100% yield; for example, 0.34 means a 34% yield).. Dataset: Reaction yield outcomes from USPTO patents with 853,638 reactions The reactants are [CH3:1][O:2][C:3]1[N:8]=[C:7]([C:9]2[CH:10]=[C:11]([CH:14]=[CH:15][CH:16]=2)[C:12]#[N:13])[CH:6]=[C:5]([NH:17][CH2:18][CH2:19][C:20]2[CH:25]=[CH:24][C:23]([O:26][CH3:27])=[CH:22][CH:21]=2)[N:4]=1.C[Si]([N:32]=[N+:33]=[N-:34])(C)C.C([Sn](=O)CCCC)CCC. The catalyst is C1(C)C=CC=CC=1. The product is [CH3:27][O:26][C:23]1[CH:22]=[CH:21][C:20]([CH2:19][CH2:18][NH:17][C:5]2[CH:6]=[C:7]([C:9]3[CH:16]=[CH:15][CH:14]=[C:11]([C:12]4[NH:34][N:33]=[N:32][N:13]=4)[CH:10]=3)[N:8]=[C:3]([O:2][CH3:1])[N:4]=2)=[CH:25][CH:24]=1. The yield is 0.450.